From a dataset of Full USPTO retrosynthesis dataset with 1.9M reactions from patents (1976-2016). Predict the reactants needed to synthesize the given product. (1) Given the product [CH3:29][CH:28]([CH3:30])[CH2:27][CH2:26][O:1][C@@H:2]1[CH2:22][N:5]2[C:6](=[O:21])[N:7]([C:9]3[CH:10]=[CH:11][C:12]([O:15][CH2:16][C:17]([F:20])([F:18])[F:19])=[CH:13][CH:14]=3)[CH2:8][C@H:4]2[CH2:3]1, predict the reactants needed to synthesize it. The reactants are: [OH:1][C@@H:2]1[CH2:22][N:5]2[C:6](=[O:21])[N:7]([C:9]3[CH:14]=[CH:13][C:12]([O:15][CH2:16][C:17]([F:20])([F:19])[F:18])=[CH:11][CH:10]=3)[CH2:8][C@H:4]2[CH2:3]1.[H-].[Na+].Br[CH2:26][CH2:27][CH:28]([CH3:30])[CH3:29]. (2) Given the product [CH3:1][C:2]1([CH3:19])[CH2:6][C:5]2[CH:7]=[C:8]([C:13]3[CH:18]=[CH:17][CH:16]=[CH:15][CH:14]=3)[CH:9]=[C:10]([CH2:11][OH:12])[C:4]=2[O:3]1, predict the reactants needed to synthesize it. The reactants are: [CH3:1][C:2]1([CH3:19])[CH2:6][C:5]2[CH:7]=[C:8]([C:13]3[CH:18]=[CH:17][CH:16]=[CH:15][CH:14]=3)[CH:9]=[C:10]([CH:11]=[O:12])[C:4]=2[O:3]1.[BH4-].[Na+]. (3) Given the product [CH3:1][O:2][C:3]([C:5]1[CH:6]=[C:7]([F:24])[CH:8]=[C:9]2[C:14]=1[NH:13][CH:12]([C:15]1[CH:20]=[CH:19][CH:18]=[C:17]([N:35]3[CH2:36][CH2:37][N:32]([C:27]4[CH:28]=[CH:29][CH:30]=[CH:31][C:26]=4[CH3:38])[CH2:33][CH2:34]3)[CH:16]=1)[CH2:11][C:10]2([CH3:23])[CH3:22])=[O:4], predict the reactants needed to synthesize it. The reactants are: [CH3:1][O:2][C:3]([C:5]1[CH:6]=[C:7]([F:24])[CH:8]=[C:9]2[C:14]=1[NH:13][CH:12]([C:15]1[CH:20]=[CH:19][CH:18]=[C:17](Br)[CH:16]=1)[CH2:11][C:10]2([CH3:23])[CH3:22])=[O:4].Cl.[C:26]1([CH3:38])[CH:31]=[CH:30][CH:29]=[CH:28][C:27]=1[N:32]1[CH2:37][CH2:36][NH:35][CH2:34][CH2:33]1.CC1(C)C2C(=C(P(C3C=CC=CC=3)C3C=CC=CC=3)C=CC=2)OC2C(P(C3C=CC=CC=3)C3C=CC=CC=3)=CC=CC1=2.C(=O)([O-])[O-].[Cs+].[Cs+]. (4) Given the product [Br:14][C:15]1[CH:16]=[CH:17][C:18]([O:23][CH:24]([F:25])[F:26])=[C:19]([CH:20]=[C:5]2[C:4]([CH3:9])([CH3:8])[O:3][C:2]([CH3:10])([CH3:1])[C:6]2=[O:7])[CH:22]=1, predict the reactants needed to synthesize it. The reactants are: [CH3:1][C:2]1([CH3:10])[C:6](=[O:7])[CH2:5][C:4]([CH3:9])([CH3:8])[O:3]1.C[O-].[Na+].[Br:14][C:15]1[CH:16]=[CH:17][C:18]([O:23][CH:24]([F:26])[F:25])=[C:19]([CH:22]=1)[CH:20]=O. (5) Given the product [CH:1]([N:4]1[C:9](=[O:10])[CH:8]=[CH:7][C:6]([C:11]2[CH:12]=[C:13]([C:24]([NH2:25])=[O:29])[C:14](=[O:23])[NH:15][C:16]=2[C:17]2[CH:22]=[CH:21][CH:20]=[CH:19][CH:18]=2)=[N:5]1)([CH3:3])[CH3:2], predict the reactants needed to synthesize it. The reactants are: [CH:1]([N:4]1[C:9](=[O:10])[CH:8]=[CH:7][C:6]([C:11]2[CH:12]=[C:13]([C:24]#[N:25])[C:14](=[O:23])[NH:15][C:16]=2[C:17]2[CH:22]=[CH:21][CH:20]=[CH:19][CH:18]=2)=[N:5]1)([CH3:3])[CH3:2].OO.C([O-])([O-])=[O:29].[K+].[K+].Cl. (6) Given the product [N+:12]([C:15]1[CH:23]=[CH:22][CH:21]=[CH:20][C:16]=1[C:17]([NH:1][C:2]1[CH:3]=[C:4]2[C:8](=[CH:9][CH:10]=1)[NH:7][C:6](=[O:11])[CH2:5]2)=[O:18])([O-:14])=[O:13], predict the reactants needed to synthesize it. The reactants are: [NH2:1][C:2]1[CH:3]=[C:4]2[C:8](=[CH:9][CH:10]=1)[NH:7][C:6](=[O:11])[CH2:5]2.[N+:12]([C:15]1[CH:23]=[CH:22][CH:21]=[CH:20][C:16]=1[C:17](Cl)=[O:18])([O-:14])=[O:13]. (7) Given the product [Br:1][C:2]1[CH:7]=[C:6]([F:8])[CH:5]=[CH:4][C:3]=1[S:9]([NH:13][C:14]1[C:23]([C:24]([O:26][C:27]([CH3:30])([CH3:28])[CH3:29])=[O:25])=[C:22]2[C:17]([C:18]3[CH:34]=[CH:33][O:32][C:19]=3[C:20](=[O:31])[O:21]2)=[CH:16][CH:15]=1)(=[O:11])=[O:10], predict the reactants needed to synthesize it. The reactants are: [Br:1][C:2]1[CH:7]=[C:6]([F:8])[CH:5]=[CH:4][C:3]=1[S:9](Cl)(=[O:11])=[O:10].[NH2:13][C:14]1[C:23]([C:24]([O:26][C:27]([CH3:30])([CH3:29])[CH3:28])=[O:25])=[C:22]2[C:17]([C:18]3[CH:34]=[CH:33][O:32][C:19]=3[C:20](=[O:31])[O:21]2)=[CH:16][CH:15]=1.N1C=CC=CC=1. (8) Given the product [Br:1][C:2]1[CH:9]=[CH:8][C:7]([N+:10]([O-:12])=[O:11])=[C:4]([CH:3]=1)[CH:5]=[O:6], predict the reactants needed to synthesize it. The reactants are: [Br:1][C:2]1[CH:3]=[C:4]([CH:7]=[CH:8][CH:9]=1)[CH:5]=[O:6].[N+:10]([O-])([OH:12])=[O:11].S(=O)(=O)(O)O.